Dataset: NCI-60 drug combinations with 297,098 pairs across 59 cell lines. Task: Regression. Given two drug SMILES strings and cell line genomic features, predict the synergy score measuring deviation from expected non-interaction effect. Drug 1: C1CCN(CC1)CCOC2=CC=C(C=C2)C(=O)C3=C(SC4=C3C=CC(=C4)O)C5=CC=C(C=C5)O. Drug 2: CC1C(C(CC(O1)OC2CC(CC3=C2C(=C4C(=C3O)C(=O)C5=C(C4=O)C(=CC=C5)OC)O)(C(=O)CO)O)N)O.Cl. Cell line: MDA-MB-231. Synergy scores: CSS=38.5, Synergy_ZIP=0.0604, Synergy_Bliss=-0.602, Synergy_Loewe=0.843, Synergy_HSA=0.513.